Task: Predict the product of the given reaction.. Dataset: Forward reaction prediction with 1.9M reactions from USPTO patents (1976-2016) (1) Given the reactants [Br:1][C:2]1[CH:11]=[CH:10][CH:9]=[C:8]2[C:3]=1[CH:4]=[CH:5][N:6]=[CH:7]2.C1C=C(Cl)C=C(C(OO)=O)C=1.[C:23](=[O:26])([O-])[O-].[K+].[K+].CI, predict the reaction product. The product is: [Br:1][C:2]1[CH:11]=[CH:10][CH:9]=[C:8]2[C:3]=1[CH:4]=[CH:5][N:6]([CH3:7])[C:23]2=[O:26]. (2) Given the reactants [CH:1]([C:4]1[C:8]([CH2:9][CH2:10][CH2:11][OH:12])=[CH:7][N:6]([C:13]2[CH:18]=[CH:17][C:16]([C:19]([F:22])([F:21])[F:20])=[CH:15][N:14]=2)[N:5]=1)([CH3:3])[CH3:2].[CH2:23]([C:25]1[CH:26]=[N:27][N:28]([CH2:31][C:32]([O:34]CC)=[O:33])[C:29]=1O)[CH3:24].C(P(CCCC)CCCC)CCC.N(C(N1CCCCC1)=O)=NC(N1CCCCC1)=O, predict the reaction product. The product is: [CH2:23]([C:25]1[CH:26]=[N:27][N:28]([CH2:31][C:32]([OH:34])=[O:33])[C:29]=1[O:12][CH2:11][CH2:10][CH2:9][C:8]1[C:4]([CH:1]([CH3:3])[CH3:2])=[N:5][N:6]([C:13]2[CH:18]=[CH:17][C:16]([C:19]([F:21])([F:20])[F:22])=[CH:15][N:14]=2)[CH:7]=1)[CH3:24]. (3) The product is: [CH3:11][C:5]1[C:4]([CH2:3][O:2][C:1]([N:32]2[CH2:37][CH2:36][O:35][CH2:34][CH2:33]2)=[O:22])=[C:9]([CH3:10])[CH:8]=[CH:7][N:6]=1.[N:32]1([C:1]([OH:12])=[O:2])[CH2:37][CH2:36][O:35][CH2:34][CH2:33]1. Given the reactants [C:1](=[O:22])([O:12]C1C=CC([N+]([O-])=O)=CC=1)[O:2][CH2:3][C:4]1[C:5]([CH3:11])=[N:6][CH:7]=[CH:8][C:9]=1[CH3:10].CCN(C(C)C)C(C)C.[NH:32]1[CH2:37][CH2:36][O:35][CH2:34][CH2:33]1, predict the reaction product. (4) Given the reactants [CH2:1]1COCC1.[C:6]([NH:9][C:10]1[CH:11]=[C:12]2[C:17](=[CH:18][CH:19]=1)[C:16](=O)[CH2:15][CH2:14][CH2:13]2)(=[O:8])[CH3:7].[Cl-].C[CH:23]=[N+:24]=[CH:25]C, predict the reaction product. The product is: [C:6]([NH:9][C:10]1[CH:11]=[C:12]2[C:17](=[CH:18][CH:19]=1)[CH2:16][CH:15]([CH2:23][N:24]([CH3:25])[CH3:1])[CH2:14][CH2:13]2)(=[O:8])[CH3:7]. (5) The product is: [Si:1]([O:8][CH2:9][C:10]1[N:11]([CH3:36])[C:12]2[CH:13]=[C:14]3[CH2:23][CH2:22][CH2:21][C:20]4[C:46]([OH:47])=[C:37]([C:38]([O:40][CH3:41])=[O:39])[C:42](=[O:43])[N:24]([CH2:25][C:26]5[CH:31]=[CH:30][C:29]([O:32][CH3:33])=[CH:28][C:27]=5[O:34][CH3:35])[C:19]=4[C:15]3=[CH:16][C:17]=2[CH:18]=1)([C:4]([CH3:7])([CH3:6])[CH3:5])([CH3:3])[CH3:2]. Given the reactants [Si:1]([O:8][CH2:9][C:10]1[N:11]([CH3:36])[C:12]2[C:17]([CH:18]=1)=[CH:16][C:15]1[C:19](=[N:24][CH2:25][C:26]3[CH:31]=[CH:30][C:29]([O:32][CH3:33])=[CH:28][C:27]=3[O:34][CH3:35])[CH2:20][CH2:21][CH2:22][CH2:23][C:14]=1[CH:13]=2)([C:4]([CH3:7])([CH3:6])[CH3:5])([CH3:3])[CH3:2].[CH:37]([C:46](OC)=[O:47])([C:42](OC)=[O:43])[C:38]([O:40][CH3:41])=[O:39], predict the reaction product.